From a dataset of Forward reaction prediction with 1.9M reactions from USPTO patents (1976-2016). Predict the product of the given reaction. (1) Given the reactants [CH3:1][C:2]1([CH3:12])[C:10]2[C:5](=[CH:6][CH:7]=[CH:8][CH:9]=2)[C:4](=[O:11])[NH:3]1.C(C1C=CC=CC=1C(O)=O)#[N:14].C[Li], predict the reaction product. The product is: [NH2:14][C:7]1[CH:6]=[C:5]2[C:10]([C:2]([CH3:12])([CH3:1])[NH:3][C:4]2=[O:11])=[CH:9][CH:8]=1. (2) Given the reactants BrC1C=C(C=C(C(C2C=CC=C(OC(F)F)C=2)(C)C)C=1)N.[Cl:22][C:23]1[CH:24]=[C:25]([C:32]([C:35]2[CH:36]=[C:37]([CH:45]=[C:46]([O:48][CH:49]([CH3:51])[CH3:50])[CH:47]=2)[CH2:38][N:39]2[CH2:44][CH2:43][O:42][CH2:41][CH2:40]2)([CH3:34])[CH3:33])[CH:26]=[C:27]([N+:29]([O-])=O)[CH:28]=1, predict the reaction product. The product is: [Cl:22][C:23]1[CH:28]=[C:27]([CH:26]=[C:25]([C:32]([C:35]2[CH:36]=[C:37]([CH2:38][N:39]3[CH2:40][CH2:41][O:42][CH2:43][CH2:44]3)[CH:45]=[C:46]([O:48][CH:49]([CH3:51])[CH3:50])[CH:47]=2)([CH3:34])[CH3:33])[CH:24]=1)[NH2:29]. (3) Given the reactants Br[C:2]1[C:3](C2C=CC=CC=2)=[N:4][NH:5][CH:6]=1.C1C=C[C:16](/[CH:19]=[CH:20]/[C:21](/[CH:23]=[CH:24]/[C:25]2[CH:30]=[CH:29][CH:28]=[CH:27][CH:26]=2)=O)=[CH:17][CH:18]=1.C1C=C[C:34](/[CH:37]=[CH:38]/[C:39](/[CH:41]=[CH:42]/[C:43]2[CH:48]=[CH:47][CH:46]=[CH:45][CH:44]=2)=[O:40])=CC=1.C1C=CC(/C=C/C(/C=C/C2C=CC=CC=2)=O)=CC=1.[Pd:67].[Pd].Cl.C1COCC1, predict the reaction product. The product is: [CH2:2]([C:3]1[N:4]([C:48]2[CH:47]=[CH:46][CH:45]=[CH:44][C:43]=2[C:42]2[CH:34]=[CH:37][CH:38]=[C:39]([OH:40])[CH:41]=2)[N:5]=[C:24]([C:25]2[CH:26]=[CH:27][CH:28]=[CH:29][CH:30]=2)[C:23]=1[C:21]1[CH:18]=[CH:17][CH:16]=[CH:19][CH:20]=1)[CH3:6].[Pd:67]. (4) Given the reactants [CH3:1][C:2]1[N:3]=[CH:4][S:5][C:6]=1[C:7]([OH:9])=O.O1CCCC1.C(Cl)(=O)C(Cl)=O.[NH2:21][C:22]1[CH:23]=[C:24]([CH:41]=[CH:42][C:43]=1[CH3:44])[O:25][C:26]1[CH:27]=[CH:28][C:29]2[N:30]([CH:32]=[C:33]([NH:35][C:36]([CH:38]3[CH2:40][CH2:39]3)=[O:37])[N:34]=2)[N:31]=1, predict the reaction product. The product is: [CH:38]1([C:36]([NH:35][C:33]2[N:34]=[C:29]3[CH:28]=[CH:27][C:26]([O:25][C:24]4[CH:41]=[CH:42][C:43]([CH3:44])=[C:22]([NH:21][C:7]([C:6]5[S:5][CH:4]=[N:3][C:2]=5[CH3:1])=[O:9])[CH:23]=4)=[N:31][N:30]3[CH:32]=2)=[O:37])[CH2:39][CH2:40]1. (5) Given the reactants [NH2:1][C:2]1[C:10](Cl)=[CH:9][C:5]([C:6]([OH:8])=O)=[C:4]([O:12][CH3:13])[CH:3]=1.CCN(C(C)C)C(C)C.[ClH:23].CN(C)CCCN=C=NCC.ON1C2C=CC=CC=2N=N1.[NH2:45][C:46]1[S:47][CH:48]=[CH:49][N:50]=1, predict the reaction product. The product is: [NH2:1][C:2]1[CH:10]=[CH:9][C:5]([C:6]([NH:45][C:46]2[SH:47]([Cl:23])[CH:48]=[CH:49][N:50]=2)=[O:8])=[C:4]([O:12][CH3:13])[CH:3]=1. (6) The product is: [F:1][C:2]1[CH:17]=[CH:16][C:5]([O:6][C:7]2[CH:12]=[CH:11][N:10]=[C:9]([CH:13]([OH:15])[CH3:14])[N:8]=2)=[CH:4][CH:3]=1. Given the reactants [F:1][C:2]1[CH:17]=[CH:16][C:5]([O:6][C:7]2[CH:12]=[CH:11][N:10]=[C:9]([C:13](=[O:15])[CH3:14])[N:8]=2)=[CH:4][CH:3]=1.CO.[BH4-].[Na+], predict the reaction product.